Dataset: CYP3A4 inhibition data for predicting drug metabolism from PubChem BioAssay. Task: Regression/Classification. Given a drug SMILES string, predict its absorption, distribution, metabolism, or excretion properties. Task type varies by dataset: regression for continuous measurements (e.g., permeability, clearance, half-life) or binary classification for categorical outcomes (e.g., BBB penetration, CYP inhibition). Dataset: cyp3a4_veith. (1) The compound is O=C1C=C[C@@H](O)[C@@H]2[C@@H]1CC[C@H]1C(=O)N(Cc3ccccc3)C(=O)[C@H]12. The result is 0 (non-inhibitor). (2) The drug is NC(N)=NC(N)=Nc1ccc(C(=O)O)cc1. The result is 0 (non-inhibitor). (3) The drug is O=C(c1cnccn1)N1CCC2(CC1)CN(c1ccncc1)C2. The result is 0 (non-inhibitor). (4) The molecule is CS(=O)(=O)N1CCC[C@@]2(CCN(Cc3ccc(C#N)cc3)C2)C1. The result is 1 (inhibitor). (5) The drug is CCC(C)(N=Cc1ccccc1)c1nnnn1-c1c(C)cccc1C. The result is 1 (inhibitor).